This data is from Orexin1 receptor HTS with 218,158 compounds and 233 confirmed actives. The task is: Binary Classification. Given a drug SMILES string, predict its activity (active/inactive) in a high-throughput screening assay against a specified biological target. (1) The molecule is s1c(C(=O)NCc2onc(n2)c2ccccc2)ccc1. The result is 0 (inactive). (2) The drug is O(c1c(CNC(=O)COC(=O)c2ccc(C(=O)c3ccccc3)cc2)cccc1)C. The result is 0 (inactive).